Dataset: Reaction yield outcomes from USPTO patents with 853,638 reactions. Task: Predict the reaction yield, written as a fraction of the theoretical maximum amount of product (1.0 means a 100% yield; for example, 0.34 means a 34% yield). (1) The reactants are [CH:1]1([CH2:6][C@H:7]([C:19]2[CH:24]=[CH:23][C:22]([Cl:25])=[C:21]([Cl:26])[CH:20]=2)[C:8](N2[C@@H](C(C)C)COC2=O)=[O:9])[CH2:5][CH2:4][CH2:3][CH2:2]1.[OH:27]O.[OH-].[Li+]. The catalyst is O1CCCC1.O. The product is [CH:1]1([CH2:6][C@H:7]([C:19]2[CH:24]=[CH:23][C:22]([Cl:25])=[C:21]([Cl:26])[CH:20]=2)[C:8]([OH:9])=[O:27])[CH2:2][CH2:3][CH2:4][CH2:5]1. The yield is 0.700. (2) The reactants are [O:1]1[C:5]2[CH:6]=[CH:7][CH:8]=[CH:9][C:4]=2[CH:3]=[C:2]1[S:10]([NH:13][C:14]1[CH:19]=[C:18]([Cl:20])[CH:17]=[CH:16][C:15]=1[S:21][CH2:22][C:23]1[N:24]=[C:25]([NH:28]C(=O)OC(C)(C)C)[S:26][CH:27]=1)(=[O:12])=[O:11].C(O)(C(F)(F)F)=O. The catalyst is C(Cl)Cl. The product is [NH2:28][C:25]1[S:26][CH:27]=[C:23]([CH2:22][S:21][C:15]2[CH:16]=[CH:17][C:18]([Cl:20])=[CH:19][C:14]=2[NH:13][S:10]([C:2]2[O:1][C:5]3[CH:6]=[CH:7][CH:8]=[CH:9][C:4]=3[CH:3]=2)(=[O:12])=[O:11])[N:24]=1. The yield is 0.880. (3) The reactants are C[C:2]([CH3:5])([O-])C.[K+].C(S([NH:12][C:13]1[CH:26]=[CH:25][C:16]([CH2:17][C:18]2[CH:23]=[CH:22][C:21]([NH2:24])=[CH:20][CH:19]=2)=[CH:15][CH:14]=1)(=O)=O)C.CI.[OH2:29].C[S:31]([CH3:33])=[O:32]. No catalyst specified. The product is [CH2:2]([S:31]([CH2:33][NH:12][C:13]1[CH:14]=[CH:15][C:16]([CH2:17][C:18]2[CH:19]=[CH:20][C:21]([NH2:24])=[CH:22][CH:23]=2)=[CH:25][CH:26]=1)(=[O:29])=[O:32])[CH3:5]. The yield is 0.660. (4) The reactants are [CH3:1][C:2]1[CH2:8][C@@H:7]([C@H:9]([C@@H:11]2[C@@:15]3([CH3:32])[CH2:16][CH2:17][C@@H:18]4[C@@:23]5([CH3:30])[C:24]([CH:26]=[CH:27][C@H:28]([OH:29])[C@@:22]65[O:31][C@@H:21]6[CH2:20][C@H:19]4[C@@H:14]3[CH2:13][CH2:12]2)=[O:25])[CH3:10])[O:6][C:4](=[O:5])[C:3]=1[CH2:33][OH:34]. The catalyst is C(Cl)(Cl)Cl.C(OCC)(=O)C.[O-2].[O-2].[Mn+4]. The product is [CH3:1][C:2]1[CH2:8][C@H:7]([C@H:9]([C@@H:11]2[C@@:15]3([CH3:32])[CH2:16][CH2:17][C@@H:18]4[C@@:23]5([CH3:30])[C:24]([CH:26]=[CH:27][C:28](=[O:29])[C@@:22]65[O:31][C@@H:21]6[CH2:20][C@H:19]4[C@@H:14]3[CH2:13][CH2:12]2)=[O:25])[CH3:10])[O:6][C:4](=[O:5])[C:3]=1[CH2:33][OH:34]. The yield is 0.620. (5) The reactants are [CH3:1][N:2]([CH3:34])[CH2:3][CH2:4][CH2:5][O:6][C:7]1[CH:12]=[CH:11][C:10]([C:13]2[NH:14][C:15]([C:28]3[CH:33]=[CH:32][N:31]=[CH:30][CH:29]=3)=[C:16]([C:18]3[CH:19]=[C:20]4[C:24](=[CH:25][CH:26]=3)[C:23](=O)[CH2:22][CH2:21]4)[N:17]=2)=[CH:9][CH:8]=1.[NH2:35][OH:36]. The catalyst is C(O)C. The product is [CH3:1][N:2]([CH3:34])[CH2:3][CH2:4][CH2:5][O:6][C:7]1[CH:12]=[CH:11][C:10]([C:13]2[NH:14][C:15]([C:28]3[CH:33]=[CH:32][N:31]=[CH:30][CH:29]=3)=[C:16]([C:18]3[CH:19]=[C:20]4[C:24](=[CH:25][CH:26]=3)[C:23](=[N:35][OH:36])[CH2:22][CH2:21]4)[N:17]=2)=[CH:9][CH:8]=1. The yield is 1.00. (6) The reactants are [F:1][C:2]1[C:7]([C:8]2[C:9]([CH3:32])=[C:10]([CH2:22][N:23](C)[C:24](=O)OC(C)(C)C)[S:11][C:12]=2[S:13]([C:16]2[CH:21]=[CH:20][CH:19]=[CH:18][CH:17]=2)(=[O:15])=[O:14])=[CH:6][CH:5]=[CH:4][N:3]=1.C(OCC)(=O)C.[ClH:39]. The catalyst is C(OCC)(=O)C.C(O)C. The product is [ClH:39].[F:1][C:2]1[C:7]([C:8]2[C:9]([CH3:32])=[C:10]([CH2:22][NH:23][CH3:24])[S:11][C:12]=2[S:13]([C:16]2[CH:21]=[CH:20][CH:19]=[CH:18][CH:17]=2)(=[O:15])=[O:14])=[CH:6][CH:5]=[CH:4][N:3]=1. The yield is 0.920.